This data is from Catalyst prediction with 721,799 reactions and 888 catalyst types from USPTO. The task is: Predict which catalyst facilitates the given reaction. (1) Reactant: FC(F)(F)C(O)=O.C(OC(=O)[NH:14][C@@H:15]1[CH2:19][CH2:18][N:17]([C:20]2[N:28]=[C:27]3[C:23]([N:24]=[CH:25][N:26]3[C@@H:29]3[CH2:33][C@H:32]([NH:34][C:35](=[O:38])[CH2:36][CH3:37])[C@@H:31]([OH:39])[C@H:30]3[OH:40])=[C:22]([NH:41][CH2:42][CH:43]([C:51]3[CH:56]=[CH:55][C:54]([OH:57])=[CH:53][CH:52]=3)[C:44]3[CH:49]=[CH:48][C:47]([OH:50])=[CH:46][CH:45]=3)[N:21]=2)[CH2:16]1)(C)(C)C. Product: [NH2:14][C@@H:15]1[CH2:19][CH2:18][N:17]([C:20]2[N:28]=[C:27]3[C:23]([N:24]=[CH:25][N:26]3[C@@H:29]3[CH2:33][C@H:32]([NH:34][C:35](=[O:38])[CH2:36][CH3:37])[C@@H:31]([OH:39])[C@H:30]3[OH:40])=[C:22]([NH:41][CH2:42][CH:43]([C:44]3[CH:49]=[CH:48][C:47]([OH:50])=[CH:46][CH:45]=3)[C:51]3[CH:56]=[CH:55][C:54]([OH:57])=[CH:53][CH:52]=3)[N:21]=2)[CH2:16]1. The catalyst class is: 157. (2) Reactant: [F:1][C:2]1[CH:11]=[CH:10][C:9]([OH:12])=[CH:8][C:3]=1[C:4]([O:6]C)=[O:5].O[Li].O. Product: [F:1][C:2]1[CH:11]=[CH:10][C:9]([OH:12])=[CH:8][C:3]=1[C:4]([OH:6])=[O:5]. The catalyst class is: 20.